Task: Predict which catalyst facilitates the given reaction.. Dataset: Catalyst prediction with 721,799 reactions and 888 catalyst types from USPTO Reactant: C([O:3][P:4]([CH2:9][O:10][C:11]1[CH:16]=[C:15]([Cl:17])[C:14]([C:18]2[NH:22][C:21]3[CH:23]=[C:24]([C:27](=[O:39])[NH:28][C:29]4[CH:38]=[CH:37][C:36]5[C:31](=[CH:32][CH:33]=[CH:34][CH:35]=5)[N:30]=4)[CH:25]=[CH:26][C:20]=3[N:19]=2)=[C:13]([Cl:40])[CH:12]=1)(=[O:8])[O:5]CC)C.C[Si](Br)(C)C. Product: [Cl:17][C:15]1[CH:16]=[C:11]([CH:12]=[C:13]([Cl:40])[C:14]=1[C:18]1[NH:22][C:21]2[CH:23]=[C:24]([C:27](=[O:39])[NH:28][C:29]3[CH:38]=[CH:37][C:36]4[C:31](=[CH:32][CH:33]=[CH:34][CH:35]=4)[N:30]=3)[CH:25]=[CH:26][C:20]=2[N:19]=1)[O:10][CH2:9][P:4](=[O:3])([OH:8])[OH:5]. The catalyst class is: 2.